This data is from Full USPTO retrosynthesis dataset with 1.9M reactions from patents (1976-2016). The task is: Predict the reactants needed to synthesize the given product. The reactants are: FC(F)(F)S(O[C:7]1[CH:12]=[CH:11][C:10]([Cl:13])=[CH:9][C:8]=1[C:14]1[N:18]([CH2:19][O:20][CH2:21][CH2:22][Si:23]([CH3:26])([CH3:25])[CH3:24])[N:17]=[CH:16][C:15]=1[N+:27]([O-:29])=[O:28])(=O)=O.[CH:32]1(B(O)O)[CH2:34][CH2:33]1.P([O-])([O-])([O-])=O.[K+].[K+].[K+].[Br-].[Na+].O. Given the product [Cl:13][C:10]1[CH:11]=[CH:12][C:7]([CH:32]2[CH2:34][CH2:33]2)=[C:8]([C:14]2[N:18]([CH2:19][O:20][CH2:21][CH2:22][Si:23]([CH3:26])([CH3:25])[CH3:24])[N:17]=[CH:16][C:15]=2[N+:27]([O-:29])=[O:28])[CH:9]=1, predict the reactants needed to synthesize it.